Dataset: NCI-60 drug combinations with 297,098 pairs across 59 cell lines. Task: Regression. Given two drug SMILES strings and cell line genomic features, predict the synergy score measuring deviation from expected non-interaction effect. (1) Drug 1: CC1=C2C(C(=O)C3(C(CC4C(C3C(C(C2(C)C)(CC1OC(=O)C(C(C5=CC=CC=C5)NC(=O)C6=CC=CC=C6)O)O)OC(=O)C7=CC=CC=C7)(CO4)OC(=O)C)O)C)OC(=O)C. Drug 2: CNC(=O)C1=NC=CC(=C1)OC2=CC=C(C=C2)NC(=O)NC3=CC(=C(C=C3)Cl)C(F)(F)F. Cell line: IGROV1. Synergy scores: CSS=22.9, Synergy_ZIP=-4.50, Synergy_Bliss=-0.610, Synergy_Loewe=-64.7, Synergy_HSA=-0.489. (2) Drug 1: C1=C(C(=O)NC(=O)N1)N(CCCl)CCCl. Drug 2: CCC1(C2=C(COC1=O)C(=O)N3CC4=CC5=C(C=CC(=C5CN(C)C)O)N=C4C3=C2)O.Cl. Cell line: CCRF-CEM. Synergy scores: CSS=88.9, Synergy_ZIP=2.54, Synergy_Bliss=3.19, Synergy_Loewe=3.11, Synergy_HSA=5.87.